Dataset: Forward reaction prediction with 1.9M reactions from USPTO patents (1976-2016). Task: Predict the product of the given reaction. (1) Given the reactants [C:1]([O:9][CH2:10][C@@H:11]1[C@@H:15]([O:16][C:17](=[O:24])[C:18]2[CH:23]=[CH:22][CH:21]=[CH:20][CH:19]=2)[C@@H:14]([OH:25])[C@:13]([C:34]#[N:35])([N:26]2[CH:31]=[CH:30][C:29](=[O:32])[NH:28][C:27]2=[O:33])[O:12]1)(=[O:8])[C:2]1[CH:7]=[CH:6][CH:5]=[CH:4][CH:3]=1.[S:36](Cl)([CH3:39])(=[O:38])=[O:37], predict the reaction product. The product is: [C:1]([O:9][CH2:10][C@@H:11]1[C@@H:15]([O:16][C:17](=[O:24])[C:18]2[CH:19]=[CH:20][CH:21]=[CH:22][CH:23]=2)[C@@H:14]([O:25][S:36]([CH3:39])(=[O:38])=[O:37])[C@:13]([C:34]#[N:35])([N:26]2[CH:31]=[CH:30][C:29](=[O:32])[NH:28][C:27]2=[O:33])[O:12]1)(=[O:8])[C:2]1[CH:7]=[CH:6][CH:5]=[CH:4][CH:3]=1. (2) Given the reactants [Cl:1][C:2]1[C:7]([CH3:8])=[CH:6][CH:5]=[C:4]([C:9]#[N:10])[N:3]=1.[Br:11]N1C(=O)CCC1=O.CC(N=NC(C#N)(C)C)(C#N)C, predict the reaction product. The product is: [Br:11][CH2:8][C:7]1[C:2]([Cl:1])=[N:3][C:4]([C:9]#[N:10])=[CH:5][CH:6]=1. (3) Given the reactants [Cl:1][C:2]1[CH:7]=[CH:6][N:5]=[C:4]2[N:8]([CH2:14][CH:15]3[CH2:19][CH2:18][CH2:17][O:16]3)[CH:9]=[C:10]([C:11]([OH:13])=O)[C:3]=12.[NH2:20][CH2:21][C@@:22]1([OH:29])[CH2:27][CH2:26][CH2:25][C@@H:24]([CH3:28])[CH2:23]1.N1(O)C2C=CC=CC=2N=N1.Cl.CN(C)CCCN=C=NCC, predict the reaction product. The product is: [OH:29][C@:22]1([CH2:21][NH:20][C:11]([C:10]2[C:3]3[C:4](=[N:5][CH:6]=[CH:7][C:2]=3[Cl:1])[N:8]([CH2:14][CH:15]3[CH2:19][CH2:18][CH2:17][O:16]3)[CH:9]=2)=[O:13])[CH2:27][CH2:26][CH2:25][C@@H:24]([CH3:28])[CH2:23]1. (4) Given the reactants NC1C=[C:9]2C(C(C)(C)[CH2:7][N:8]2[C:11](=[O:13])C)=CC=1.COC1C=CC(B(O)O)=CC=1.[CH3:27][C:28]1([CH3:61])[C:36]2[C:31](=[CH:32][C:33]([N:37]3[C:41](=[O:42])[C:40]([CH3:44])([CH3:43])[N:39]([CH2:45][C:46]4[CH:51]=[CH:50][N:49]=[C:48]([C:52]5[CH:57]=[CH:56][C:55](OC)=[CH:54][CH:53]=5)[CH:47]=4)[C:38]3=[O:60])=[CH:34][CH:35]=2)[NH:30][CH2:29]1, predict the reaction product. The product is: [CH3:27][C:28]1([CH3:61])[C:36]2[C:31](=[CH:32][C:33]([N:37]3[C:41](=[O:42])[C:40]([CH3:43])([CH3:44])[N:39]([CH2:45][C:46]4[CH:51]=[CH:50][N:49]=[C:48]([C:52]5[CH:53]=[CH:54][C:55]([C:11]([N:8]([CH3:9])[CH3:7])=[O:13])=[CH:56][CH:57]=5)[CH:47]=4)[C:38]3=[O:60])=[CH:34][CH:35]=2)[NH:30][CH2:29]1. (5) Given the reactants [NH2:1][C:2]1[N:10]=[CH:9][N:8]=[C:7]2[C:3]=1[N:4]=[CH:5][N:6]2[C@H:11]1[C@@H:15]2[O:16][C:17]([CH3:20])([CH3:19])[O:18][C@@H:14]2[C@@H:13]([CH2:21][OH:22])[O:12]1.C[Si](Cl)(C)C.[Br:28][C:29]1[CH:37]=[CH:36][C:32]([C:33](Cl)=[O:34])=[CH:31][CH:30]=1.N, predict the reaction product. The product is: [Br:28][C:29]1[CH:37]=[CH:36][C:32]([C:33]([NH:1][C:2]2[N:10]=[CH:9][N:8]=[C:7]3[C:3]=2[N:4]=[CH:5][N:6]3[C@H:11]2[C@H:15]3[C@H:14]([O:18][C:17]([CH3:19])([CH3:20])[O:16]3)[C@@H:13]([CH2:21][OH:22])[O:12]2)=[O:34])=[CH:31][CH:30]=1. (6) Given the reactants C[O:2][C:3](=[O:37])[C@@H:4]([NH:14][C:15](=[O:36])[C:16]1[CH:21]=[CH:20][C:19]([Br:22])=[CH:18][C:17]=1[NH:23][S:24]([C:27]1[C:32]2=[N:33][S:34][N:35]=[C:31]2[CH:30]=[CH:29][CH:28]=1)(=[O:26])=[O:25])[CH2:5][C:6]1[CH:11]=[CH:10][C:9]([Cl:12])=[C:8]([Cl:13])[CH:7]=1.N1SN=C2C(S(NC3C=C(Br)C=CC=3C(O)=O)(=O)=O)=CC=CC=12.Cl.COC(=O)[C@H](CC1C=CC(Cl)=C(Cl)C=1)N, predict the reaction product. The product is: [N:35]1[S:34][N:33]=[C:32]2[C:27]([S:24]([NH:23][C:17]3[CH:18]=[C:19]([Br:22])[CH:20]=[CH:21][C:16]=3[C:15]([NH:14][C@@H:4]([CH2:5][C:6]3[CH:11]=[CH:10][C:9]([Cl:12])=[C:8]([Cl:13])[CH:7]=3)[C:3]([OH:37])=[O:2])=[O:36])(=[O:25])=[O:26])=[CH:28][CH:29]=[CH:30][C:31]=12.